From a dataset of Forward reaction prediction with 1.9M reactions from USPTO patents (1976-2016). Predict the product of the given reaction. (1) Given the reactants [CH3:1][O:2][C:3](=[CH2:8])[C:4]([O:6][CH3:7])=[O:5].CO[CH2:11][N:12]([CH2:18][C:19]1[CH:24]=[CH:23][CH:22]=[CH:21][CH:20]=1)[CH2:13][Si](C)(C)C.FC(F)(F)C(O)=O, predict the reaction product. The product is: [CH3:7][O:6][C:4]([C:3]1([O:2][CH3:1])[CH2:8][CH2:11][N:12]([CH2:18][C:19]2[CH:20]=[CH:21][CH:22]=[CH:23][CH:24]=2)[CH2:13]1)=[O:5]. (2) Given the reactants [CH3:1][C:2]1([CH3:16])[C:6]([CH3:8])([CH3:7])[O:5][B:4]([C:9]2[CH:14]=[CH:13][C:12]([OH:15])=[CH:11][CH:10]=2)[O:3]1.CC1C=CC(S(O[CH2:28][C@@H:29]2[CH2:33][O:32][C:31]([CH3:35])([CH3:34])[O:30]2)(=O)=O)=CC=1.C([O-])([O-])=O.[Cs+].[Cs+], predict the reaction product. The product is: [CH3:34][C:31]1([CH3:35])[O:30][C@H:29]([CH2:28][O:15][C:12]2[CH:13]=[CH:14][C:9]([B:4]3[O:3][C:2]([CH3:16])([CH3:1])[C:6]([CH3:7])([CH3:8])[O:5]3)=[CH:10][CH:11]=2)[CH2:33][O:32]1. (3) The product is: [CH:22]([C:10]1[CH:9]=[C:5]([CH:4]=[C:3]([CH3:11])[C:2]=1[OH:1])[C:6]([OH:7])=[O:24])=[O:23]. Given the reactants [OH:1][C:2]1[CH:10]=[CH:9][C:5]([C:6](O)=[O:7])=[CH:4][C:3]=1[CH3:11].C1N2CN3CN(C2)CN1C3.[CH3:22][OH:23].[OH2:24], predict the reaction product. (4) Given the reactants [NH:1]1[CH:5]=[C:4]([C:6]2[CH:15]=[N:14][C:13]3[C:8](=[CH:9][CH:10]=[CH:11][CH:12]=3)[N:7]=2)[CH:3]=[N:2]1.C(=O)([O-])[O-].[Cs+].[Cs+].[I-].[Na+].Br[CH2:25][CH2:26][C@@:27]([CH3:37])([S:33]([CH3:36])(=[O:35])=[O:34])[C:28]([O:30][CH2:31][CH3:32])=[O:29], predict the reaction product. The product is: [CH3:37][C@@:27]([S:33]([CH3:36])(=[O:34])=[O:35])([CH2:26][CH2:25][N:1]1[CH:5]=[C:4]([C:6]2[CH:15]=[N:14][C:13]3[C:8](=[CH:9][CH:10]=[CH:11][CH:12]=3)[N:7]=2)[CH:3]=[N:2]1)[C:28]([O:30][CH2:31][CH3:32])=[O:29]. (5) Given the reactants [CH3:1][O:2][C:3]1[CH:4]=[C:5]2[C:10](=O)[O:9][C:7](=[O:8])[C:6]2=[CH:12][CH:13]=1.C([NH2:16])=O, predict the reaction product. The product is: [CH3:1][O:2][C:3]1[CH:4]=[C:5]2[C:10](=[O:9])[NH:16][C:7](=[O:8])[C:6]2=[CH:12][CH:13]=1. (6) Given the reactants [NH2:1][C@@H:2]([CH2:7][CH2:8][N:9]=[N+:10]=[N-:11])[C:3]([O:5][CH3:6])=[O:4].[C:12]([O:16][C:17](=[O:37])[CH2:18][CH2:19][CH2:20][CH2:21][CH2:22][CH2:23][CH2:24][CH2:25][CH2:26][CH2:27][CH2:28][CH2:29][CH2:30][CH2:31][CH2:32][CH2:33][C:34](O)=[O:35])([CH3:15])([CH3:14])[CH3:13].CCN(C(C)C)C(C)C.CN(C(ON1N=NC2C=CC=CC1=2)=[N+](C)C)C.F[P-](F)(F)(F)(F)F, predict the reaction product. The product is: [N:9]([CH2:8][CH2:7][C@H:2]([NH:1][C:34](=[O:35])[CH2:33][CH2:32][CH2:31][CH2:30][CH2:29][CH2:28][CH2:27][CH2:26][CH2:25][CH2:24][CH2:23][CH2:22][CH2:21][CH2:20][CH2:19][CH2:18][C:17]([O:16][C:12]([CH3:14])([CH3:13])[CH3:15])=[O:37])[C:3]([O:5][CH3:6])=[O:4])=[N+:10]=[N-:11].